From a dataset of Reaction yield outcomes from USPTO patents with 853,638 reactions. Predict the reaction yield, written as a fraction of the theoretical maximum amount of product (1.0 means a 100% yield; for example, 0.34 means a 34% yield). (1) The reactants are [CH:1]([C:4]1[CH:18]=[C:17]([O:19][CH3:20])[CH:16]=[CH:15][C:5]=1[O:6][C:7]1[C:8]([NH2:14])=[N:9][C:10]([NH2:13])=[N:11][CH:12]=1)([CH3:3])[CH3:2].[I:21]Cl.O.C([O-])(O)=O.[Na+]. The catalyst is C(O)(=O)C. The product is [I:21][C:16]1[C:17]([O:19][CH3:20])=[CH:18][C:4]([CH:1]([CH3:3])[CH3:2])=[C:5]([CH:15]=1)[O:6][C:7]1[C:8]([NH2:14])=[N:9][C:10]([NH2:13])=[N:11][CH:12]=1. The yield is 0.920. (2) The catalyst is CC(C)=O.O. The yield is 0.720. The product is [CH3:12][O:13][C:14](=[O:24])[C@@H:15]([N:17]([C:2]([O:4][CH2:5][C:6]1[CH:11]=[CH:10][CH:9]=[CH:8][CH:7]=1)=[O:3])[CH2:18][CH:19]([O:22][CH3:23])[O:20][CH3:21])[CH3:16]. The reactants are Cl[C:2]([O:4][CH2:5][C:6]1[CH:11]=[CH:10][CH:9]=[CH:8][CH:7]=1)=[O:3].[CH3:12][O:13][C:14](=[O:24])[C@@H:15]([NH:17][CH2:18][CH:19]([O:22][CH3:23])[O:20][CH3:21])[CH3:16].C(=O)([O-])O.[Na+].